This data is from Full USPTO retrosynthesis dataset with 1.9M reactions from patents (1976-2016). The task is: Predict the reactants needed to synthesize the given product. (1) The reactants are: [NH2:1][CH2:2][CH2:3][CH2:4][C@H:5]([NH:9][C:10]([C:12]1[CH:17]=[CH:16][C:15]([CH:18]([C:25]2[CH:30]=[CH:29][CH:28]=[CH:27][CH:26]=2)[C:19]2[CH:24]=[CH:23][CH:22]=[CH:21][CH:20]=2)=[CH:14][CH:13]=1)=[O:11])[C:6]([OH:8])=[O:7].[C:31]([OH:37])([C:33]([F:36])([F:35])[F:34])=[O:32].C(O)C.Cl.[C:42](=[NH:47])(OCC)[CH3:43]. Given the product [C:19]1([CH:18]([C:25]2[CH:26]=[CH:27][CH:28]=[CH:29][CH:30]=2)[C:15]2[CH:16]=[CH:17][C:12]([C:10]([NH:9][C@@H:5]([CH2:4][CH2:3][CH2:2][NH:1][C:42](=[NH:47])[CH3:43])[C:6]([OH:8])=[O:7])=[O:11])=[CH:13][CH:14]=2)[CH:24]=[CH:23][CH:22]=[CH:21][CH:20]=1.[C:31]([OH:37])([C:33]([F:36])([F:35])[F:34])=[O:32], predict the reactants needed to synthesize it. (2) Given the product [CH2:1]([N:8]1[C:16]2[C:11](=[CH:12][C:13]([O:18][S:36]([C:30]3[C:31]([F:35])=[CH:32][CH:33]=[CH:34][C:29]=3[F:28])(=[O:38])=[O:37])=[CH:14][C:15]=2[CH3:17])[C:10]([CH:19]2[CH2:24][CH2:23][N:22]([CH3:25])[CH2:21][CH2:20]2)=[CH:9]1)[C:2]1[CH:3]=[CH:4][CH:5]=[CH:6][CH:7]=1, predict the reactants needed to synthesize it. The reactants are: [CH2:1]([N:8]1[C:16]2[C:11](=[CH:12][C:13]([OH:18])=[CH:14][C:15]=2[CH3:17])[C:10]([CH:19]2[CH2:24][CH2:23][N:22]([CH3:25])[CH2:21][CH2:20]2)=[CH:9]1)[C:2]1[CH:7]=[CH:6][CH:5]=[CH:4][CH:3]=1.[H-].[Na+].[F:28][C:29]1[CH:34]=[CH:33][CH:32]=[C:31]([F:35])[C:30]=1[S:36](Cl)(=[O:38])=[O:37]. (3) Given the product [CH2:3]([NH:5][C:6]1[NH:7][C:8]2[CH:14]=[C:13]([C:15]3[CH:16]=[CH:17][C:18]4[O:24][CH2:23][CH2:22][N:21]([C:27]5[C:36]6[C:31](=[CH:32][C:33]([O:37][CH3:38])=[CH:34][CH:35]=6)[N:30]=[C:29]([CH3:39])[N:28]=5)[CH2:20][C:19]=4[CH:25]=3)[CH:12]=[CH:11][C:9]=2[N:10]=1)[CH3:4], predict the reactants needed to synthesize it. The reactants are: Cl.Cl.[CH2:3]([NH:5][C:6]1[NH:10][C:9]2[CH:11]=[CH:12][C:13]([C:15]3[CH:16]=[CH:17][C:18]4[O:24][CH2:23][CH2:22][NH:21][CH2:20][C:19]=4[CH:25]=3)=[CH:14][C:8]=2[N:7]=1)[CH3:4].Cl[C:27]1[C:36]2[C:31](=[CH:32][C:33]([O:37][CH3:38])=[CH:34][CH:35]=2)[N:30]=[C:29]([CH3:39])[N:28]=1.C(N(C(C)C)CC)(C)C.O. (4) The reactants are: [NH:1]1[C:9]2[C:4](=[CH:5][CH:6]=[CH:7][CH:8]=2)[CH:3]=[CH:2]1.O.Cl.[CH2:12]([N:19]1[CH2:24][CH2:23][CH2:22][C:21](=O)[CH2:20]1)[C:13]1[CH:18]=[CH:17][CH:16]=[CH:15][CH:14]=1.[OH-].[K+].C(O)(C)C. Given the product [CH2:12]([N:19]1[CH2:24][CH2:23][CH:22]=[C:21]([C:3]2[C:4]3[C:9](=[CH:8][CH:7]=[CH:6][CH:5]=3)[NH:1][CH:2]=2)[CH2:20]1)[C:13]1[CH:18]=[CH:17][CH:16]=[CH:15][CH:14]=1, predict the reactants needed to synthesize it. (5) Given the product [NH:26]1[C:27]2[CH:33]=[CH:32][CH:31]=[CH:30][C:28]=2[N:29]=[C:25]1[CH2:24][NH:23][C:2]1[N:7]=[C:6]([S:8][CH3:9])[N:5]=[C:4]([O:10][C:11]2[CH:16]=[CH:15][C:14]([O:17][CH3:18])=[CH:13][C:12]=2[Cl:19])[CH:3]=1, predict the reactants needed to synthesize it. The reactants are: Cl[C:2]1[N:7]=[C:6]([S:8][CH3:9])[N:5]=[C:4]([O:10][C:11]2[CH:16]=[CH:15][C:14]([O:17][CH3:18])=[CH:13][C:12]=2[Cl:19])[CH:3]=1.O.Cl.Cl.[NH2:23][CH2:24][C:25]1[NH:26][C:27]2[CH:33]=[CH:32][CH:31]=[CH:30][C:28]=2[N:29]=1.C(N(CC)CC)C.O. (6) Given the product [ClH:35].[NH2:27][C@@H:10]([CH2:9][C:4]1[CH:5]=[CH:6][C:7]([OH:8])=[C:2]([OH:1])[CH:3]=1)[C:11]([O:13][C@H:14]([CH3:26])[C@H:15]([O:17][C:18]([C:20]1[CH:25]=[CH:24][CH:23]=[CH:22][CH:21]=1)=[O:19])[CH3:16])=[O:12], predict the reactants needed to synthesize it. The reactants are: [OH:1][C:2]1[CH:3]=[C:4]([CH2:9][C@H:10]([NH:27]C(OC(C)(C)C)=O)[C:11]([O:13][C@H:14]([CH3:26])[C@H:15]([O:17][C:18]([C:20]2[CH:25]=[CH:24][CH:23]=[CH:22][CH:21]=2)=[O:19])[CH3:16])=[O:12])[CH:5]=[CH:6][C:7]=1[OH:8].[ClH:35]. (7) Given the product [F:21][C:22]1[CH:27]=[CH:26][C:25]([NH:28][C:29]([N:10]2[CH2:11][CH2:12][C:13]3[C:14](=[N:15][CH:16]=[CH:17][N:18]=3)[CH:9]2[C:6]2[CH:7]=[CH:8][C:3]([C:2]([F:1])([F:19])[F:20])=[CH:4][CH:5]=2)=[O:30])=[CH:24][CH:23]=1, predict the reactants needed to synthesize it. The reactants are: [F:1][C:2]([F:20])([F:19])[C:3]1[CH:8]=[CH:7][C:6]([CH:9]2[C:14]3=[N:15][CH:16]=[CH:17][N:18]=[C:13]3[CH2:12][CH2:11][NH:10]2)=[CH:5][CH:4]=1.[F:21][C:22]1[CH:27]=[CH:26][C:25]([N:28]=[C:29]=[O:30])=[CH:24][CH:23]=1. (8) Given the product [C:26]([O:1][CH:2]([CH2:3][O:4][C:5]1[C:18]2[S:17][C:16]3[C:11](=[CH:12][CH:13]=[CH:14][CH:15]=3)[C:10](=[O:19])[C:9]=2[C:8]([F:20])=[CH:7][CH:6]=1)[CH2:21][O:22][C:40](=[O:50])[CH:39]=[CH2:35])(=[O:27])[CH:25]=[CH2:24], predict the reactants needed to synthesize it. The reactants are: [OH:1][CH:2]([CH2:21][OH:22])[CH2:3][O:4][C:5]1[C:18]2[S:17][C:16]3[C:11](=[CH:12][CH:13]=[CH:14][CH:15]=3)[C:10](=[O:19])[C:9]=2[C:8]([F:20])=[CH:7][CH:6]=1.Cl[CH2:24][CH2:25][C:26](Cl)=[O:27].C(=O)([O-])[O-].[K+].[K+].[C:35]([C:39]1C=C(C)C=C(C(C)(C)C)[C:40]=1[OH:50])(C)(C)C. (9) Given the product [C:1]([O:4][C:5]1[CH:26]=[CH:25][C:8]([CH:9]2[CH:18]([OH:19])[C:17]3[C:12](=[C:13]([CH3:24])[C:14]([O:20][C:21](=[O:23])[CH3:22])=[CH:15][CH:16]=3)[O:11][CH2:10]2)=[CH:7][CH:6]=1)(=[O:3])[CH3:2], predict the reactants needed to synthesize it. The reactants are: [C:1]([O:4][C:5]1[CH:26]=[CH:25][C:8]([C:9]2[C:18](=[O:19])[C:17]3[C:12](=[C:13]([CH3:24])[C:14]([O:20][C:21](=[O:23])[CH3:22])=[CH:15][CH:16]=3)[O:11][CH:10]=2)=[CH:7][CH:6]=1)(=[O:3])[CH3:2]. (10) Given the product [C:1]([C:5]1[CH:6]=[C:7]([NH:18][C:19]([NH:21][C:22]2[CH:27]=[CH:26][C:25]([O:28][C:29]3[CH:34]=[CH:33][N:32]=[C:31]([CH3:35])[CH:30]=3)=[CH:24][C:23]=2[F:36])=[O:20])[N:8]([C:10]2[CH:15]=[CH:14][C:13]([CH2:16][O:17][CH2:51][CH2:50][O:49][CH3:48])=[CH:12][CH:11]=2)[N:9]=1)([CH3:4])([CH3:3])[CH3:2], predict the reactants needed to synthesize it. The reactants are: [C:1]([C:5]1[CH:6]=[C:7]([NH:18][C:19]([NH:21][C:22]2[CH:27]=[CH:26][C:25]([O:28][C:29]3[CH:34]=[CH:33][N:32]=[C:31]([CH3:35])[CH:30]=3)=[CH:24][C:23]=2[F:36])=[O:20])[N:8]([C:10]2[CH:15]=[CH:14][C:13]([CH2:16][OH:17])=[CH:12][CH:11]=2)[N:9]=1)([CH3:4])([CH3:3])[CH3:2].C([O-])([O-])=O.[K+].[K+].CS(Cl)(=O)=O.[CH3:48][O:49][CH2:50][CH2:51]O.C([O-])([O-])=O.[Na+].[Na+].